This data is from Reaction yield outcomes from USPTO patents with 853,638 reactions. The task is: Predict the reaction yield, written as a fraction of the theoretical maximum amount of product (1.0 means a 100% yield; for example, 0.34 means a 34% yield). (1) The reactants are [Br:1][C:2]1[CH:7]=[CH:6][CH:5]=[C:4]([N+:8]([O-:10])=[O:9])[C:3]=1[OH:11].[C:12](=O)([O-])[O-].[K+].[K+].IC. The catalyst is CC(C)=O. The product is [Br:1][C:2]1[CH:7]=[CH:6][CH:5]=[C:4]([N+:8]([O-:10])=[O:9])[C:3]=1[O:11][CH3:12]. The yield is 0.900. (2) The reactants are C[O:2][C:3]([C:5]1[S:6][C:7]([C:38]2[CH:43]=[CH:42][CH:41]=[CH:40][CH:39]=2)=[CH:8][C:9]=1[N:10]([C:29]([CH:31]1[CH2:36][CH2:35][CH:34]([CH3:37])[CH2:33][CH2:32]1)=[O:30])[CH:11]1[CH2:16][CH2:15][CH:14]([O:17]C(=O)C2C=CC([N+]([O-])=O)=CC=2)[CH2:13][CH2:12]1)=[O:4].O.[Li+].[OH-]. The catalyst is O1CCOCC1. The product is [OH:17][CH:14]1[CH2:15][CH2:16][CH:11]([N:10]([C:29]([CH:31]2[CH2:32][CH2:33][CH:34]([CH3:37])[CH2:35][CH2:36]2)=[O:30])[C:9]2[CH:8]=[C:7]([C:38]3[CH:39]=[CH:40][CH:41]=[CH:42][CH:43]=3)[S:6][C:5]=2[C:3]([OH:4])=[O:2])[CH2:12][CH2:13]1. The yield is 0.470.